This data is from CYP2D6 inhibition data for predicting drug metabolism from PubChem BioAssay. The task is: Regression/Classification. Given a drug SMILES string, predict its absorption, distribution, metabolism, or excretion properties. Task type varies by dataset: regression for continuous measurements (e.g., permeability, clearance, half-life) or binary classification for categorical outcomes (e.g., BBB penetration, CYP inhibition). Dataset: cyp2d6_veith. (1) The molecule is CN[C@@H]1C[C@H](c2ccc(Cl)c(Cl)c2)c2ccccc21. The result is 0 (non-inhibitor). (2) The drug is Cc1nnc(NC(=O)c2sc3nc(-c4cccs4)cc(C(F)(F)F)c3c2N)s1. The result is 0 (non-inhibitor). (3) The molecule is CCn1c(-c2ccoc2C)n[nH]c1=S. The result is 0 (non-inhibitor). (4) The compound is Cc1nnsc1NC(=O)OCc1ccc(C(F)(F)F)cc1. The result is 0 (non-inhibitor).